Dataset: Reaction yield outcomes from USPTO patents with 853,638 reactions. Task: Predict the reaction yield, written as a fraction of the theoretical maximum amount of product (1.0 means a 100% yield; for example, 0.34 means a 34% yield). (1) The reactants are Br[C:2]1[C:6]2=[N:7][C:8]([C:11]([NH:13][C:14]3[CH:15]=[N:16][CH:17]=[CH:18][C:19]=3[C@@H:20]3[CH2:25][C@H:24]([CH3:26])[CH2:23][C@H:22]([NH:27][C:28](=[O:34])[O:29][C:30]([CH3:33])([CH3:32])[CH3:31])[CH2:21]3)=[O:12])=[CH:9][CH:10]=[C:5]2[O:4][CH:3]=1.[C:35](B1OC(C)(C)C(C)(C)O1)([CH3:37])=[CH2:36].[O-]P([O-])([O-])=O.[K+].[K+].[K+].O. The catalyst is O1CCOCC1.O.CO.C1(P(C2CCCCC2)C2C=CC=CC=2C2C(C(C)C)=CC(C(C)C)=CC=2C(C)C)CCCCC1.NC1C=CC=CC=1C1C=CC=CC=1[Pd]Cl. The product is [CH:35]([C:2]1[C:6]2=[N:7][C:8]([C:11]([NH:13][C:14]3[CH:15]=[N:16][CH:17]=[CH:18][C:19]=3[C@@H:20]3[CH2:25][C@H:24]([CH3:26])[CH2:23][C@H:22]([NH:27][C:28](=[O:34])[O:29][C:30]([CH3:33])([CH3:32])[CH3:31])[CH2:21]3)=[O:12])=[CH:9][CH:10]=[C:5]2[O:4][CH:3]=1)([CH3:37])[CH3:36]. The yield is 0.250. (2) The reactants are Cl[C:2]1[N:7]=[CH:6][C:5]([C:8]2[CH:17]=[C:16]3[C:11]([CH:12]=[C:13]([NH:18][C:19]([CH:21]4[CH2:23][CH2:22]4)=[O:20])[N:14]=[CH:15]3)=[CH:10][CH:9]=2)=[C:4]([CH3:24])[C:3]=1[F:25].C(O)C.C(=O)(O)[O-].[Na+]. The catalyst is [Pd]. The product is [F:25][C:3]1[C:4]([CH3:24])=[C:5]([C:8]2[CH:17]=[C:16]3[C:11]([CH:12]=[C:13]([NH:18][C:19]([CH:21]4[CH2:22][CH2:23]4)=[O:20])[N:14]=[CH:15]3)=[CH:10][CH:9]=2)[CH:6]=[N:7][CH:2]=1. The yield is 0.480. (3) The reactants are C([O:3][C:4](=[O:15])[C:5]1[CH:10]=[CH:9][CH:8]=[C:7]([O:11][CH2:12][CH:13]=[CH2:14])[CH:6]=1)C.[OH-].[Na+]. The catalyst is C(O)C. The product is [CH2:12]([O:11][C:7]1[CH:6]=[C:5]([CH:10]=[CH:9][CH:8]=1)[C:4]([OH:15])=[O:3])[CH:13]=[CH2:14]. The yield is 0.940. (4) The reactants are [OH:1][C:2]1[CH:3]=[CH:4][C:5]([C:8]([OH:10])=O)=[N:6][CH:7]=1.C(N(C(C)C)CC)(C)C.O.ON1C2C=CC=CC=2N=N1.CCN=C=NCCCN(C)C.[C:42]1([CH2:48][CH2:49][CH2:50][NH2:51])[CH:47]=[CH:46][CH:45]=[CH:44][CH:43]=1. The catalyst is ClCCl. The product is [C:42]1([CH2:48][CH2:49][CH2:50][NH:51][C:8]([C:5]2[CH:4]=[CH:3][C:2]([OH:1])=[CH:7][N:6]=2)=[O:10])[CH:47]=[CH:46][CH:45]=[CH:44][CH:43]=1. The yield is 0.610. (5) The reactants are [S:1]1[CH:5]=[C:4]([CH2:6][N:7]([C@@H:41]([CH3:49])[CH:42]([O:46][CH2:47][CH3:48])[O:43][CH2:44][CH3:45])[C:8](=[O:40])[C@@H:9]([NH:22]C(=O)OCC2C3C=CC=CC=3C3C2=CC=CC=3)[CH2:10][C:11]2[CH:16]=[CH:15][C:14]([O:17][C:18]([CH3:21])([CH3:20])[CH3:19])=[CH:13][CH:12]=2)[C:3]2[CH:50]=[CH:51][CH:52]=[CH:53][C:2]1=2.N1CCCCC1. No catalyst specified. The product is [NH2:22][C@@H:9]([CH2:10][C:11]1[CH:16]=[CH:15][C:14]([O:17][C:18]([CH3:21])([CH3:19])[CH3:20])=[CH:13][CH:12]=1)[C:8]([N:7]([CH2:6][C:4]1[C:3]2[CH:50]=[CH:51][CH:52]=[CH:53][C:2]=2[S:1][CH:5]=1)[C@@H:41]([CH3:49])[CH:42]([O:46][CH2:47][CH3:48])[O:43][CH2:44][CH3:45])=[O:40]. The yield is 0.980. (6) The product is [CH3:20][O:19][C:8]1[CH:7]=[C:6]([O:5][CH:3]2[CH2:4][N:1]([C:32]([C:30]3[O:31][C:27]([C:21]4[CH:22]=[CH:23][CH:24]=[CH:25][CH:26]=4)=[N:28][N:29]=3)=[O:33])[CH2:2]2)[CH:18]=[CH:17][C:9]=1[CH2:10][N:11]1[CH2:12][CH2:13][O:14][CH2:15][CH2:16]1. The reactants are [NH:1]1[CH2:4][CH:3]([O:5][C:6]2[CH:18]=[CH:17][C:9]([CH2:10][N:11]3[CH2:16][CH2:15][O:14][CH2:13][CH2:12]3)=[C:8]([O:19][CH3:20])[CH:7]=2)[CH2:2]1.[C:21]1([C:27]2[O:31][C:30]([C:32](OCC)=[O:33])=[N:29][N:28]=2)[CH:26]=[CH:25][CH:24]=[CH:23][CH:22]=1. The catalyst is CCO. The yield is 0.450. (7) The reactants are [CH3:1][O:2][C:3]([C:5]1[CH:9]=[CH:8][O:7][C:6]=1[CH3:10])=[O:4].C1C(=O)N([Br:18])C(=O)C1. The catalyst is C(Cl)(Cl)Cl.C(O)(=O)C. The product is [CH3:1][O:2][C:3]([C:5]1[CH:9]=[C:8]([Br:18])[O:7][C:6]=1[CH3:10])=[O:4]. The yield is 0.780. (8) The reactants are [CH2:1]([N:8]1[CH2:12][CH2:11][N:10]([C:13]2[S:14][C:15]([C:19]([OH:21])=O)=[C:16]([CH3:18])[N:17]=2)[C:9]1=[O:22])[C:2]1[CH:7]=[CH:6][CH:5]=CC=1.C1(CCN2CCN(C3SC(C(O)=O)=C(C)N=3)C2=O)CC1.[CH2:43]([NH2:50])[C:44]1[CH:49]=[CH:48][CH:47]=[CH:46][CH:45]=1. No catalyst specified. The product is [CH2:43]([NH:50][C:19]([C:15]1[S:14][C:13]([N:10]2[CH2:11][CH2:12][N:8]([CH2:1][CH2:2][CH:7]3[CH2:6][CH2:5]3)[C:9]2=[O:22])=[N:17][C:16]=1[CH3:18])=[O:21])[C:44]1[CH:49]=[CH:48][CH:47]=[CH:46][CH:45]=1. The yield is 0.150.